From a dataset of Catalyst prediction with 721,799 reactions and 888 catalyst types from USPTO. Predict which catalyst facilitates the given reaction. Reactant: C(OC([C:6]1[C:10]([C:11]2[CH:16]=[CH:15][C:14]([N+:17]([O-:19])=[O:18])=[CH:13][CH:12]=2)=[CH:9][NH:8][CH:7]=1)=O)C.[OH-].[Na+].O.C(Cl)Cl. Product: [N+:17]([C:14]1[CH:13]=[CH:12][C:11]([C:10]2[CH:6]=[CH:7][NH:8][CH:9]=2)=[CH:16][CH:15]=1)([O-:19])=[O:18]. The catalyst class is: 196.